This data is from Reaction yield outcomes from USPTO patents with 853,638 reactions. The task is: Predict the reaction yield, written as a fraction of the theoretical maximum amount of product (1.0 means a 100% yield; for example, 0.34 means a 34% yield). The reactants are [OH:1][CH2:2][C:3]1([CH3:31])[S:9][CH2:8][CH2:7][N:6]2[C:10]([C:13]3([C:16]4[CH:21]=[CH:20][C:19]([C:22]5[CH:30]=[CH:29][C:25]([C:26]([OH:28])=O)=[CH:24][N:23]=5)=[CH:18][CH:17]=4)[CH2:15][CH2:14]3)=[N:11][N:12]=[C:5]2[CH2:4]1.[CH2:32]([NH:34][CH3:35])[CH3:33].Cl.C(N=C=NCCCN(C)C)C.C(=O)([O-])O.[Na+]. The catalyst is CN(C)C=O. The product is [CH2:32]([N:34]([CH3:35])[C:26](=[O:28])[C:25]1[CH:29]=[CH:30][C:22]([C:19]2[CH:18]=[CH:17][C:16]([C:13]3([C:10]4[N:6]5[CH2:7][CH2:8][S:9][C:3]([CH2:2][OH:1])([CH3:31])[CH2:4][C:5]5=[N:12][N:11]=4)[CH2:14][CH2:15]3)=[CH:21][CH:20]=2)=[N:23][CH:24]=1)[CH3:33]. The yield is 0.0800.